This data is from Forward reaction prediction with 1.9M reactions from USPTO patents (1976-2016). The task is: Predict the product of the given reaction. (1) Given the reactants N1(CCOC2C=CC(NC3SC(C4C=CC(O)=CC=4)=CN=3)=CC=2)CCCC1.C[O:29][C:30]1[CH:35]=[CH:34][C:33]([NH:36][C:37]2[S:38][C:39]([C:42]3[CH:46]=[CH:45][S:44][CH:43]=3)=[CH:40][N:41]=2)=[C:32]([CH3:47])[CH:31]=1.B(Br)(Br)Br, predict the reaction product. The product is: [CH3:47][C:32]1[CH:31]=[C:30]([OH:29])[CH:35]=[CH:34][C:33]=1[NH:36][C:37]1[S:38][C:39]([C:42]2[CH:46]=[CH:45][S:44][CH:43]=2)=[CH:40][N:41]=1. (2) Given the reactants [Br:1][C:2]1[CH:3]=[C:4]([OH:12])[C:5]2[CH:6]=[CH:7][CH:8]=[N:9][C:10]=2[CH:11]=1.O[CH2:14][C:15]1[N:23]=[CH:22][CH:21]=[CH:20][C:16]=1[C:17]([NH2:19])=[O:18].C1(P(C2C=CC=CC=2)C2C=CC=CC=2)C=CC=CC=1.C(OC(N=NC(OC(C)(C)C)=O)=O)(C)(C)C, predict the reaction product. The product is: [Br:1][C:2]1[CH:11]=[C:10]2[C:5]([CH:6]=[CH:7][CH:8]=[N:9]2)=[C:4]([O:12][CH2:14][C:15]2[N:23]=[CH:22][CH:21]=[CH:20][C:16]=2[C:17]([NH2:19])=[O:18])[CH:3]=1. (3) Given the reactants [CH2:1]([O:3][C:4]([C:6]1[C:7](Cl)=[N:8][C:9]2[C:14]([C:15]=1[C:16]1[CH:21]=[CH:20][CH:19]=[CH:18][CH:17]=1)=[CH:13][C:12]([Cl:22])=[CH:11][CH:10]=2)=[O:5])[CH3:2].[NH:24]1[CH2:29][CH2:28][O:27][CH2:26][CH2:25]1, predict the reaction product. The product is: [CH2:1]([O:3][C:4]([C:6]1[C:7]([N:24]2[CH2:29][CH2:28][O:27][CH2:26][CH2:25]2)=[N:8][C:9]2[C:14]([C:15]=1[C:16]1[CH:21]=[CH:20][CH:19]=[CH:18][CH:17]=1)=[CH:13][C:12]([Cl:22])=[CH:11][CH:10]=2)=[O:5])[CH3:2]. (4) Given the reactants [Cl:1][C:2]1[C:3]([O:14][CH:15]2[CH2:20][CH2:19][N:18]([C:21]([O:23][C:24]([CH3:27])([CH3:26])[CH3:25])=[O:22])[CH2:17][CH2:16]2)=[CH:4][C:5]([N+:11]([O-])=O)=[C:6]([CH:10]=1)[C:7]([OH:9])=[O:8].C(OC(=O)C1C=C(OC(F)(F)F)C(C=C)=CC=1N)C, predict the reaction product. The product is: [NH2:11][C:5]1[CH:4]=[C:3]([O:14][CH:15]2[CH2:16][CH2:17][N:18]([C:21]([O:23][C:24]([CH3:26])([CH3:25])[CH3:27])=[O:22])[CH2:19][CH2:20]2)[C:2]([Cl:1])=[CH:10][C:6]=1[C:7]([OH:9])=[O:8]. (5) The product is: [N:11]1([CH2:10][C:2]2[N:3]([CH2:26][CH2:27][CH2:28][CH2:29][CH2:30][NH2:31])[C:4]3[CH:9]=[CH:8][CH:7]=[CH:6][C:5]=3[N:1]=2)[C@@H:24]2[C@@H:15]([CH2:16][CH2:17][C:18]3[C:23]2=[N:22][CH:21]=[CH:20][CH:19]=3)[CH2:14][CH2:13][CH2:12]1. Given the reactants [NH:1]1[C:5]2[CH:6]=[CH:7][CH:8]=[CH:9][C:4]=2[N:3]=[C:2]1[CH2:10][N:11]1[C@@H:24]2[C@@H:15]([CH2:16][CH2:17][C:18]3[C:23]2=[N:22][CH:21]=[CH:20][CH:19]=3)[CH2:14][CH2:13][CH2:12]1.Br[CH2:26][CH2:27][CH2:28][CH2:29][CH2:30][N:31]1C(=O)C2C(=CC=CC=2)C1=O.[I-].[K+].C(N(CC)C(C)C)(C)C.NN, predict the reaction product. (6) Given the reactants [CH2:1]([O:8][C:9]1[C:18](=[O:19])[N:17]2[C:12]([C:13]([CH3:21])([CH3:20])[O:14][CH2:15][CH2:16]2)=[N:11][C:10]=1[C:22]([OH:24])=O)[C:2]1[CH:7]=[CH:6][CH:5]=[CH:4][CH:3]=1.[C:25](Cl)(=[O:29])[C:26](Cl)=O.FC(F)(F)C(O)=O.[NH2:38][CH2:39][C:40]1C=[CH:46][C:45]([F:48])=[CH:44][C:41]=1C#N.C(N(CC)C(C)C)C, predict the reaction product. The product is: [CH2:1]([O:8][C:9]1[C:18](=[O:19])[N:17]2[C:12]([C:13]([CH3:21])([CH3:20])[O:14][CH2:15][CH2:16]2)=[N:11][C:10]=1[C:22]([N:38]1[CH2:39][C:40]2[C:26](=[CH:46][C:45]([F:48])=[CH:44][CH:41]=2)[C:25]1=[O:29])=[O:24])[C:2]1[CH:3]=[CH:4][CH:5]=[CH:6][CH:7]=1. (7) Given the reactants [CH3:1][O:2][C:3]1[CH:4]=[C:5]([CH:11]([NH2:13])[CH3:12])[CH:6]=[CH:7][C:8]=1[O:9][CH3:10].C(=O)([O-])[O-].[Na+].[Na+].C(N1[C:29](=[O:30])[C:28]2=[CH:31][CH:32]=[CH:33][CH:34]=[C:27]2[C:26]1=[O:35])(OCC)=O, predict the reaction product. The product is: [C:26]1(=[O:35])[N:13]([CH:11]([C:5]2[CH:6]=[CH:7][C:8]([O:9][CH3:10])=[C:3]([O:2][CH3:1])[CH:4]=2)[CH3:12])[C:29](=[O:30])[C:28]2=[CH:31][CH:32]=[CH:33][CH:34]=[C:27]12. (8) Given the reactants Cl[C:2]1[CH:3]=[CH:4][C:5]2[O:14][CH2:13][CH2:12][C:11]3[CH:10]=[C:9]([C:15]4[N:16]([C:20]5[CH:25]=[CH:24][C:23]([F:26])=[CH:22][C:21]=5[F:27])[N:17]=[CH:18][N:19]=4)[S:8][C:7]=3[C:6]=2[N:28]=1.[CH3:29][O:30][C:31]1[C:36](B2OC(C)(C)C(C)(C)O2)=[CH:35][CH:34]=[CH:33][N:32]=1.C([O-])([O-])=O.[Cs+].[Cs+], predict the reaction product. The product is: [F:27][C:21]1[CH:22]=[C:23]([F:26])[CH:24]=[CH:25][C:20]=1[N:16]1[C:15]([C:9]2[S:8][C:7]3[C:6]4[N:28]=[C:2]([C:36]5[C:31]([O:30][CH3:29])=[N:32][CH:33]=[CH:34][CH:35]=5)[CH:3]=[CH:4][C:5]=4[O:14][CH2:13][CH2:12][C:11]=3[CH:10]=2)=[N:19][CH:18]=[N:17]1. (9) Given the reactants Cl[C:2]1[CH:7]=[CH:6][C:5]([O:8][CH2:9][O:10][CH3:11])=[CH:4][N:3]=1.[F:12][C:13]1[CH:14]=[C:15](B(O)O)[CH:16]=[CH:17][CH:18]=1.C([O-])([O-])=O.[Na+].[Na+], predict the reaction product. The product is: [F:12][C:13]1[CH:18]=[C:17]([C:2]2[CH:7]=[CH:6][C:5]([O:8][CH2:9][O:10][CH3:11])=[CH:4][N:3]=2)[CH:16]=[CH:15][CH:14]=1.